This data is from Forward reaction prediction with 1.9M reactions from USPTO patents (1976-2016). The task is: Predict the product of the given reaction. Given the reactants [CH:1]([CH:4]1[CH2:9][NH:8][C:7]2[CH:10]=[CH:11][CH:12]=[C:13]([CH:14]([CH3:16])[CH3:15])[C:6]=2[O:5]1)([CH3:3])[CH3:2].N1C=CC=CC=1.[CH2:23]([O:30][C:31]1[C:39]([Cl:40])=[CH:38][C:34]([C:35](Cl)=[O:36])=[CH:33][C:32]=1[Cl:41])[C:24]1[CH:29]=[CH:28][CH:27]=[CH:26][CH:25]=1.O, predict the reaction product. The product is: [CH2:23]([O:30][C:31]1[C:32]([Cl:41])=[CH:33][C:34]([C:35]([N:8]2[C:7]3[CH:10]=[CH:11][CH:12]=[C:13]([CH:14]([CH3:16])[CH3:15])[C:6]=3[O:5][CH:4]([CH:1]([CH3:3])[CH3:2])[CH2:9]2)=[O:36])=[CH:38][C:39]=1[Cl:40])[C:24]1[CH:25]=[CH:26][CH:27]=[CH:28][CH:29]=1.